From a dataset of Reaction yield outcomes from USPTO patents with 853,638 reactions. Predict the reaction yield, written as a fraction of the theoretical maximum amount of product (1.0 means a 100% yield; for example, 0.34 means a 34% yield). (1) The reactants are [Cl:1][C:2]1[CH:3]=[CH:4][C:5]2[NH:14][C:13](=O)[C:12]3[CH:11]=[N:10][N:9]([CH3:16])[C:8]=3[NH:7][C:6]=2[CH:17]=1.[H-].[Al+3].[Li+].[H-].[H-].[H-].N. The catalyst is C1COCC1. The product is [Cl:1][C:2]1[CH:3]=[CH:4][C:5]2[NH:14][CH2:13][C:12]3[CH:11]=[N:10][N:9]([CH3:16])[C:8]=3[NH:7][C:6]=2[CH:17]=1. The yield is 0.740. (2) The catalyst is FC(F)(F)C(O)=O. The reactants are C(OC([N:8]1[CH2:13][CH2:12][C:11]2[N:14]([CH2:25][CH:26]([OH:42])[CH2:27][N:28]3[CH2:33][CH2:32][N:31]([C:34]4[CH:39]=[CH:38][CH:37]=[CH:36][C:35]=4[C:40]#[N:41])[CH2:30][CH2:29]3)[N:15]=[C:16]([C:17]3[CH:22]=[CH:21][C:20]([Cl:23])=[C:19]([CH3:24])[CH:18]=3)[C:10]=2[CH2:9]1)=O)(C)(C)C. The product is [Cl:23][C:20]1[CH:21]=[CH:22][C:17]([C:16]2[C:10]3[CH2:9][NH:8][CH2:13][CH2:12][C:11]=3[N:14]([CH2:25][CH:26]([OH:42])[CH2:27][N:28]3[CH2:33][CH2:32][N:31]([C:34]4[CH:39]=[CH:38][CH:37]=[CH:36][C:35]=4[C:40]#[N:41])[CH2:30][CH2:29]3)[N:15]=2)=[CH:18][C:19]=1[CH3:24]. The yield is 0.990. (3) The reactants are [Br:1][C:2]1[C:7]([OH:8])=[CH:6][CH:5]=[CH:4][N:3]=1.C(=O)([O-])[O-].[K+].[K+].[I:15]I.S(S([O-])=O)([O-])(=O)=O.[Na+].[Na+].Cl. The catalyst is O. The product is [Br:1][C:2]1[C:7]([OH:8])=[CH:6][CH:5]=[C:4]([I:15])[N:3]=1. The yield is 0.790. (4) The reactants are [CH3:1][S:2]([NH:5][CH2:6][C:7]1[C:15]2[S:14](=[O:17])(=[O:16])[N:13]=[C:12]([CH2:18][C:19]([OH:21])=O)[NH:11][C:10]=2[S:9][CH:8]=1)(=[O:4])=[O:3].F[P-](F)(F)(F)(F)F.N1([O:38][C:39](N(C)C)=[N+](C)C)C2N=CC=CC=2N=N1.CN1CCOCC1.C(OC(=O)[CH2:57][CH:58]([NH:63][CH2:64][C:65]1[CH:70]=[CH:69][C:68]([F:71])=[CH:67][CH:66]=1)[CH2:59][CH:60]([CH3:62])[CH3:61])C.[O-]CC.[Na+].C(O)C. The catalyst is CN(C)C=O. The product is [F:71][C:68]1[CH:67]=[CH:66][C:65]([CH2:64][N:63]2[CH:58]([CH2:59][CH:60]([CH3:61])[CH3:62])[CH2:57][C:19]([OH:21])=[C:18]([C:12]3[NH:11][C:10]4[S:9][CH:8]=[C:7]([CH2:6][NH:5][S:2]([CH3:1])(=[O:3])=[O:4])[C:15]=4[S:14](=[O:16])(=[O:17])[N:13]=3)[C:39]2=[O:38])=[CH:70][CH:69]=1. The yield is 0.230. (5) The reactants are C([O:9][C:10]1[CH:15]=[C:14]([Br:16])[C:13]([O:17][C:18]2[CH:23]=[CH:22][C:21]([O:24][CH3:25])=[C:20]([CH2:26][C:27]3[CH:32]=[CH:31][C:30]([F:33])=[CH:29][CH:28]=3)[CH:19]=2)=[C:12]([Br:34])[CH:11]=1)(=O)C1C=CC=CC=1.[OH-].[Na+].C(OCC)(=O)C. The catalyst is C1COCC1. The product is [Br:16][C:14]1[CH:15]=[C:10]([OH:9])[CH:11]=[C:12]([Br:34])[C:13]=1[O:17][C:18]1[CH:23]=[CH:22][C:21]([O:24][CH3:25])=[C:20]([CH2:26][C:27]2[CH:32]=[CH:31][C:30]([F:33])=[CH:29][CH:28]=2)[CH:19]=1. The yield is 0.930. (6) The reactants are [CH3:1][O:2][C:3](=[O:22])[NH:4][CH2:5][C:6]1[CH:11]=[CH:10][C:9]([Cl:12])=[C:8]([C:13](C)(C)[O:14][SiH2]C(C)(C)C)[CH:7]=1.[OH-].[Na+]. The catalyst is CO. The product is [CH3:1][O:2][C:3](=[O:22])[NH:4][CH2:5][C:6]1[CH:11]=[CH:10][C:9]([Cl:12])=[C:8]([CH2:13][OH:14])[CH:7]=1. The yield is 0.980.